Dataset: Forward reaction prediction with 1.9M reactions from USPTO patents (1976-2016). Task: Predict the product of the given reaction. (1) Given the reactants [C:1]1([C:7]2[NH:11][N:10]=[C:9]([C:12]3[CH:21]=[CH:20][C:15]([C:16]([O:18]C)=[O:17])=[CH:14][CH:13]=3)[N:8]=2)[CH:6]=[CH:5][CH:4]=[CH:3][CH:2]=1.[OH-].[Na+].O1CCCC1.Cl, predict the reaction product. The product is: [C:1]1([C:7]2[NH:11][N:10]=[C:9]([C:12]3[CH:13]=[CH:14][C:15]([C:16]([OH:18])=[O:17])=[CH:20][CH:21]=3)[N:8]=2)[CH:2]=[CH:3][CH:4]=[CH:5][CH:6]=1. (2) Given the reactants [F:1][C:2]1[C:7]([F:8])=[CH:6][C:5]([C:9]2[CH:14]=[CH:13][C:12]([O:15][CH2:16][C:17]3[CH:18]=[CH:19][C:20]4[O:24][N:23]=[C:22]([NH:25][CH2:26][CH2:27][O:28][CH3:29])[C:21]=4[CH:30]=3)=[CH:11][CH:10]=2)=[C:4]([O:31][CH3:32])[CH:3]=1.C[Si]([N-][Si](C)(C)C)(C)C.[Li+].[CH3:43][CH2:44][O:45][C:46]([CH2:48]Br)=[O:47], predict the reaction product. The product is: [CH2:44]([O:45][C:46](=[O:47])[CH2:48][N:25]([C:22]1[C:21]2[CH:30]=[C:17]([CH2:16][O:15][C:12]3[CH:11]=[CH:10][C:9]([C:5]4[CH:6]=[C:7]([F:8])[C:2]([F:1])=[CH:3][C:4]=4[O:31][CH3:32])=[CH:14][CH:13]=3)[CH:18]=[CH:19][C:20]=2[O:24][N:23]=1)[CH2:26][CH2:27][O:28][CH3:29])[CH3:43]. (3) The product is: [Br:1][C:2]1[CH:3]=[N:4][CH:5]=[C:6]([N+:9]([O-:11])=[O:10])[C:7]=1[CH2:13][CH2:12][NH2:14]. Given the reactants [Br:1][C:2]1[CH:3]=[N:4][CH:5]=[C:6]([N+:9]([O-:11])=[O:10])[C:7]=1Cl.[CH2:12]([NH2:14])[CH3:13].O, predict the reaction product. (4) Given the reactants C(O[C:4]([C@@H:6]1[O:10][C:9](=[O:11])[N:8]([C:12]2[CH:17]=[CH:16][C:15]([N:18]3[CH:23]=[CH:22][C:21](=[O:24])[CH2:20][CH2:19]3)=[CH:14][CH:13]=2)[CH2:7]1)=[O:5])C.C(N(CC)CC)C.Cl.[F:33][CH2:34][CH2:35][NH2:36], predict the reaction product. The product is: [F:33][CH2:34][CH2:35][NH:36][C:4]([C@@H:6]1[O:10][C:9](=[O:11])[N:8]([C:12]2[CH:17]=[CH:16][C:15]([N:18]3[CH:23]=[CH:22][C:21](=[O:24])[CH2:20][CH2:19]3)=[CH:14][CH:13]=2)[CH2:7]1)=[O:5]. (5) Given the reactants [NH2:1][C:2]1[N:3]=[CH:4][C:5]([C:8]2[C:9]([F:19])=[C:10]([OH:18])[C:11]([CH:14]3[CH2:17][CH2:16][CH2:15]3)=[CH:12][CH:13]=2)=[N:6][CH:7]=1.Br[CH2:21][C:22]([O:24][C:25]([CH3:28])([CH3:27])[CH3:26])=[O:23].[OH-].[K+], predict the reaction product. The product is: [C:25]([O:24][C:22](=[O:23])[CH2:21][O:18][C:10]1[C:11]([CH:14]2[CH2:15][CH2:16][CH2:17]2)=[CH:12][CH:13]=[C:8]([C:5]2[CH:4]=[N:3][C:2]([NH2:1])=[CH:7][N:6]=2)[C:9]=1[F:19])([CH3:28])([CH3:27])[CH3:26]. (6) Given the reactants [CH2:1]([O:3][C:4]1[CH:9]=[CH:8][C:7](B2OC(C)(C)C(C)(C)O2)=[CH:6][C:5]=1[C:19]([F:22])([F:21])[F:20])[CH3:2].C([O-])([O-])=O.[Na+].[Na+].[Cl:29][C:30]1[N:31]=[C:32](Cl)[C:33]2[CH:38]=[CH:37][N:36]([CH3:39])[C:34]=2[N:35]=1.O1CCOCC1, predict the reaction product. The product is: [Cl:29][C:30]1[N:31]=[C:32]([C:7]2[CH:8]=[CH:9][C:4]([O:3][CH2:1][CH3:2])=[C:5]([C:19]([F:20])([F:21])[F:22])[CH:6]=2)[C:33]2[CH:38]=[CH:37][N:36]([CH3:39])[C:34]=2[N:35]=1. (7) Given the reactants [F:1][C:2]1([F:24])[CH2:7][CH2:6][CH:5]([CH2:8][NH:9][C:10]([C:12]2[C:13]3[CH:14]=[CH:15][C:16](Cl)=[N:17][C:18]=3[CH:19]=[CH:20][C:21]=2[Cl:22])=[O:11])[CH2:4][CH2:3]1.Cl.[CH2:26]([O:28][C:29](=[O:33])[CH2:30][CH2:31][NH2:32])[CH3:27], predict the reaction product. The product is: [CH2:26]([O:28][C:29](=[O:33])[CH2:30][CH2:31][NH:32][C:16]1[CH:15]=[CH:14][C:13]2[C:18](=[CH:19][CH:20]=[C:21]([Cl:22])[C:12]=2[C:10](=[O:11])[NH:9][CH2:8][CH:5]2[CH2:6][CH2:7][C:2]([F:24])([F:1])[CH2:3][CH2:4]2)[N:17]=1)[CH3:27].